From a dataset of Full USPTO retrosynthesis dataset with 1.9M reactions from patents (1976-2016). Predict the reactants needed to synthesize the given product. (1) Given the product [CH3:6][O:7][C:8]([C:9]1[CH:14]=[CH:13][C:12]2[O:15][C:21]([CH2:20][N:19]([CH3:23])[CH3:18])=[CH:22][C:11]=2[CH:10]=1)=[O:17], predict the reactants needed to synthesize it. The reactants are: CN(C=O)C.[CH3:6][O:7][C:8](=[O:17])[C:9]1[CH:14]=[CH:13][C:12]([OH:15])=[C:11](I)[CH:10]=1.[CH3:18][N:19]([CH3:23])[CH2:20][C:21]#[CH:22].C(N(CC)CC)C. (2) Given the product [C:20]([NH:8][CH2:9][CH2:10][NH:11][C:12](=[O:19])[C:13]1[CH:18]=[CH:17][CH:16]=[N:15][CH:14]=1)(=[O:40])[CH2:21][CH2:22][CH2:23]/[CH:24]=[CH:25]\[CH2:26]/[CH:27]=[CH:28]\[CH2:29]/[CH:30]=[CH:31]\[CH2:32]/[CH:33]=[CH:34]\[CH2:35]/[CH:36]=[CH:37]\[CH2:38][CH3:39], predict the reactants needed to synthesize it. The reactants are: C(O)(C(F)(F)F)=O.[NH2:8][CH2:9][CH2:10][NH:11][C:12](=[O:19])[C:13]1[CH:18]=[CH:17][CH:16]=[N:15][CH:14]=1.[C:20](O)(=[O:40])[CH2:21][CH2:22][CH2:23]/[CH:24]=[CH:25]\[CH2:26]/[CH:27]=[CH:28]\[CH2:29]/[CH:30]=[CH:31]\[CH2:32]/[CH:33]=[CH:34]\[CH2:35]/[CH:36]=[CH:37]\[CH2:38][CH3:39].CN(C(ON1N=NC2C=CC=NC1=2)=[N+](C)C)C.F[P-](F)(F)(F)(F)F.CCN(C(C)C)C(C)C. (3) Given the product [CH2:15]([O:14][C:12](=[O:13])[CH2:11][N:3]1[CH:4]=[CH:5][CH:6]=[C:7]([O:8][CH3:9])[C:2]1=[O:1])[CH3:16], predict the reactants needed to synthesize it. The reactants are: [OH:1][C:2]1[C:7]([O:8][CH3:9])=[CH:6][CH:5]=[CH:4][N:3]=1.Br[CH2:11][C:12]([O:14][CH2:15][CH3:16])=[O:13].C(=O)([O-])[O-].[K+].[K+].CCCCCCC. (4) Given the product [Cl:13][C:14]1[CH:19]=[C:18]([CH2:20][C:21](=[O:23])[CH3:22])[CH:17]=[CH:16][N:15]=1, predict the reactants needed to synthesize it. The reactants are: C(NC(C)C)(C)C.C([Li])CCC.[Cl:13][C:14]1[CH:19]=[C:18]([CH3:20])[CH:17]=[CH:16][N:15]=1.[C:21](O)(=[O:23])[CH3:22]. (5) Given the product [F:49][C:47]1[CH:46]=[CH:45][C:44]([C:11]2[C:12]([C:16](=[O:32])[C:17]3[CH:18]=[CH:19][C:20]([O:23][CH2:24][CH2:25][N:26]4[CH2:31][CH2:30][CH2:29][CH2:28][CH2:27]4)=[CH:21][CH:22]=3)=[C:13]3[C:8](=[CH:9][CH:10]=2)[CH:7]=[C:6]([O:5][S:2]([CH3:1])(=[O:3])=[O:4])[CH:15]=[CH:14]3)=[C:43]([S:42][CH3:41])[CH:48]=1, predict the reactants needed to synthesize it. The reactants are: [CH3:1][S:2]([O:5][C:6]1[CH:7]=[C:8]2[C:13](=[CH:14][CH:15]=1)[C:12]([C:16](=[O:32])[C:17]1[CH:22]=[CH:21][C:20]([O:23][CH2:24][CH2:25][N:26]3[CH2:31][CH2:30][CH2:29][CH2:28][CH2:27]3)=[CH:19][CH:18]=1)=[C:11](OS(C(F)(F)F)(=O)=O)[CH:10]=[CH:9]2)(=[O:4])=[O:3].[CH3:41][S:42][C:43]1[CH:48]=[C:47]([F:49])[CH:46]=[CH:45][C:44]=1B(O)O.C1(P(C2CCCCC2)C2CCCCC2)CCCCC1.[F-].[Cs+]. (6) Given the product [NH2:22][CH2:21][N:8]1[CH2:7][O:6][N:5]=[C:4]1[CH:1]1[CH2:2][CH2:3]1, predict the reactants needed to synthesize it. The reactants are: [CH:1]1([C:4]2[N:8]=[C:7](CN3C(=O)C4=CC=CC=C4C3=O)[O:6][N:5]=2)[CH2:3][CH2:2]1.[CH3:21][NH:22]N.